Dataset: Forward reaction prediction with 1.9M reactions from USPTO patents (1976-2016). Task: Predict the product of the given reaction. The product is: [C:4]([O:3][C:1]([N:8]1[CH2:9][CH2:10][CH:11]([C:12](=[O:14])[NH:60][CH2:59][CH2:58][NH:57][C:50]([O:52][C:53]([CH3:56])([CH3:55])[CH3:54])=[O:51])[CH2:15][CH2:16]1)=[O:2])([CH3:5])([CH3:6])[CH3:7]. Given the reactants [C:1]([N:8]1[CH2:16][CH2:15][CH:11]([C:12]([OH:14])=O)[CH2:10][CH2:9]1)([O:3][C:4]([CH3:7])([CH3:6])[CH3:5])=[O:2].CN(C(ON1N=NC2C=CC=NC1=2)=[N+](C)C)C.F[P-](F)(F)(F)(F)F.CCN(C(C)C)C(C)C.[C:50]([NH:57][CH2:58][CH2:59][NH2:60])([O:52][C:53]([CH3:56])([CH3:55])[CH3:54])=[O:51], predict the reaction product.